Dataset: Reaction yield outcomes from USPTO patents with 853,638 reactions. Task: Predict the reaction yield, written as a fraction of the theoretical maximum amount of product (1.0 means a 100% yield; for example, 0.34 means a 34% yield). (1) The reactants are [OH:1][C@H:2]1[C@H:6]([CH3:7])[CH2:5][C@@H:4]([C:8]([O:10]CC2C=CC=CC=2)=[O:9])[CH2:3]1.O[C@@H]1[C@@H](C)C[C@H](C(OCC2C=CC=CC=2)=O)C1.O[C@H]1[C@H](C)C[C@@H](C(O)=O)C1. The catalyst is CO.[OH-].[OH-].[Pd+2]. The product is [OH:1][C@@H:2]1[C@@H:6]([CH3:7])[CH2:5][C@H:4]([C:8]([OH:10])=[O:9])[CH2:3]1. The yield is 0.980. (2) The reactants are C([Li])CCC.Br[C:7]1[CH:12]=[CH:11][C:10]([CH3:13])=[CH:9][N:8]=1.CN(C)[C:16](=[O:18])[CH3:17].O. The catalyst is C(OCC)C.C(OCC)(=O)C. The product is [CH3:13][C:10]1[CH:11]=[CH:12][C:7]([C:16](=[O:18])[CH3:17])=[N:8][CH:9]=1. The yield is 0.870. (3) The reactants are [Cl-].O[NH3+:3].[C:4](=[O:7])([O-])[OH:5].[Na+].CS(C)=O.[F:13][C:14]1[CH:19]=[C:18]([CH2:20][C:21]2[C:22](=[O:45])[N:23]([C@H:33]3[CH2:38][CH2:37][C@H:36]([O:39][CH2:40][C:41]([OH:44])([CH3:43])[CH3:42])[CH2:35][CH2:34]3)[C:24]3[N:25]([N:30]=[CH:31][CH:32]=3)[C:26]=2[CH2:27][CH2:28][CH3:29])[CH:17]=[CH:16][C:15]=1[C:46]1[C:47]([C:52]#[N:53])=[CH:48][CH:49]=[CH:50][CH:51]=1. The product is [F:13][C:14]1[CH:19]=[C:18]([CH2:20][C:21]2[C:22](=[O:45])[N:23]([C@H:33]3[CH2:38][CH2:37][C@H:36]([O:39][CH2:40][C:41]([OH:44])([CH3:42])[CH3:43])[CH2:35][CH2:34]3)[C:24]3[N:25]([N:30]=[CH:31][CH:32]=3)[C:26]=2[CH2:27][CH2:28][CH3:29])[CH:17]=[CH:16][C:15]=1[C:46]1[CH:51]=[CH:50][CH:49]=[CH:48][C:47]=1[C:52]1[NH:3][C:4](=[O:7])[O:5][N:53]=1. The catalyst is C(OCC)(=O)C. The yield is 0.560. (4) No catalyst specified. The reactants are [OH-:1].[Na+].[CH:3]([O:6][C:7]([N:9]1[CH2:15][CH2:14][CH2:13][CH:12]([N:16]([C:32](=[O:34])[CH3:33])[CH2:17][C:18]2[CH:23]=[C:22]([C:24]([F:27])([F:26])[F:25])[CH:21]=[C:20]([C:28]([F:31])([F:30])[F:29])[CH:19]=2)[C:11]2[CH:35]=[C:36](Br)[CH:37]=[CH:38][C:10]1=2)=[O:8])([CH3:5])[CH3:4].Cl.[CH3:41][OH:42]. The product is [C:32]([N:16]([CH2:17][C:18]1[CH:23]=[C:22]([C:24]([F:27])([F:26])[F:25])[CH:21]=[C:20]([C:28]([F:31])([F:30])[F:29])[CH:19]=1)[CH:12]1[CH2:13][CH2:14][CH2:15][N:9]([C:7]([O:6][CH:3]([CH3:5])[CH3:4])=[O:8])[C:10]2[CH:38]=[CH:37][C:36]([C:41]([OH:42])=[O:1])=[CH:35][C:11]1=2)(=[O:34])[CH3:33]. The yield is 0.960.